Predict the reactants needed to synthesize the given product. From a dataset of Full USPTO retrosynthesis dataset with 1.9M reactions from patents (1976-2016). (1) Given the product [C:27]1([CH:9]([C:3]2[CH:4]=[CH:5][CH:6]=[CH:7][CH:8]=2)[N:10]2[CH2:11][C:12]([CH2:15][N:16]([CH3:40])[C:17]3[CH:18]=[CH:19][C:20]([C:21]([O:23][CH3:24])=[O:22])=[CH:25][CH:26]=3)([OH:14])[CH2:13]2)[CH:32]=[CH:31][CH:30]=[CH:29][CH:28]=1, predict the reactants needed to synthesize it. The reactants are: [BH4-].[Na+].[C:3]1([CH:9]([C:27]2[CH:32]=[CH:31][CH:30]=[CH:29][CH:28]=2)[N:10]2[CH2:13][C:12]([CH2:15][NH:16][C:17]3[CH:26]=[CH:25][C:20]([C:21]([O:23][CH3:24])=[O:22])=[CH:19][CH:18]=3)([OH:14])[CH2:11]2)[CH:8]=[CH:7][CH:6]=[CH:5][CH:4]=1.S(=O)(=O)(O)O.C=O.[C:40](=O)([O-])O.[Na+]. (2) The reactants are: Br[C:2]1[CH:3]=[N:4][C:5]2[N:6]([N:8]=[C:9]([C:11]([CH3:14])([CH3:13])[CH3:12])[N:10]=2)[CH:7]=1.[C:15]1([C:21]#[CH:22])[CH:20]=[CH:19][CH:18]=[CH:17][CH:16]=1. Given the product [C:11]([C:9]1[N:10]=[C:5]2[N:4]=[CH:3][C:2]([C:22]#[C:21][C:15]3[CH:20]=[CH:19][CH:18]=[CH:17][CH:16]=3)=[CH:7][N:6]2[N:8]=1)([CH3:14])([CH3:13])[CH3:12], predict the reactants needed to synthesize it. (3) Given the product [CH3:13][O:12][C:10]1[CH:9]=[C:8]([NH2:7])[C:4](=[C:3]([O:2][CH3:1])[CH:11]=1)[C:5]([OH:15])=[O:16], predict the reactants needed to synthesize it. The reactants are: [CH3:1][O:2][C:3]1[CH:11]=[C:10]([O:12][CH3:13])[CH:9]=[C:8]2[C:4]=1[C:5](=[O:15])C(=O)[NH:7]2.[OH-:16].[Na+].OO.Cl. (4) Given the product [OH:14][C:11]1([CH2:15][CH2:16][O:17][C:18]2[CH:27]=[C:26]3[C:21]([C:22]([NH:28][C:29]4[CH:34]=[CH:33][CH:32]=[C:31]5[O:35][CH2:36][O:37][C:30]=45)=[N:23][CH:24]=[N:25]3)=[CH:20][C:19]=2[O:38][CH3:39])[CH2:12][CH2:13][NH:8][CH2:9][CH2:10]1, predict the reactants needed to synthesize it. The reactants are: C(OC([N:8]1[CH2:13][CH2:12][C:11]([CH2:15][CH2:16][O:17][C:18]2[CH:27]=[C:26]3[C:21]([C:22]([NH:28][C:29]4[CH:34]=[CH:33][CH:32]=[C:31]5[O:35][CH2:36][O:37][C:30]=45)=[N:23][CH:24]=[N:25]3)=[CH:20][C:19]=2[O:38][CH3:39])([OH:14])[CH2:10][CH2:9]1)=O)(C)(C)C.FC(F)(F)C(O)=O. (5) Given the product [C:1]([O:5][C:6](=[O:26])[C:7]1[CH:12]=[CH:11][C:10]([CH2:13][N:14]2[C:23](=[O:24])[C:22]3[C:17](=[CH:18][CH:19]=[C:20]([C:36]#[C:35][CH2:34][N:37]4[CH2:42][CH2:41][O:40][CH2:39][CH2:38]4)[CH:21]=3)[N:16]=[CH:15]2)=[CH:9][CH:8]=1)([CH3:4])([CH3:3])[CH3:2], predict the reactants needed to synthesize it. The reactants are: [C:1]([O:5][C:6](=[O:26])[C:7]1[CH:12]=[CH:11][C:10]([CH2:13][N:14]2[C:23](=[O:24])[C:22]3[C:17](=[CH:18][CH:19]=[C:20](I)[CH:21]=3)[N:16]=[CH:15]2)=[CH:9][CH:8]=1)([CH3:4])([CH3:3])[CH3:2].C(NC(C)C)(C)C.[CH2:34]([N:37]1[CH2:42][CH2:41][O:40][CH2:39][CH2:38]1)[C:35]#[CH:36].